This data is from Full USPTO retrosynthesis dataset with 1.9M reactions from patents (1976-2016). The task is: Predict the reactants needed to synthesize the given product. (1) Given the product [OH:1][CH2:2][CH:3]1[CH2:7][CH2:6][CH2:5][N:4]1[C:8]1[N:13]=[C:12]([NH:14][CH2:15][C:16]2[CH:21]=[CH:20][C:19]([O:22][CH3:23])=[C:18]([Cl:24])[CH:17]=2)[C:11]([C@@H:25]([OH:26])[CH3:29])=[CH:10][N:9]=1, predict the reactants needed to synthesize it. The reactants are: [OH:1][CH2:2][C@@H:3]1[CH2:7][CH2:6][CH2:5][N:4]1[C:8]1[N:13]=[C:12]([NH:14][CH2:15][C:16]2[CH:21]=[CH:20][C:19]([O:22][CH3:23])=[C:18]([Cl:24])[CH:17]=2)[C:11]([CH:25]=[O:26])=[CH:10][N:9]=1.C[Li].[C:29](=O)([O-])O.[Na+]. (2) Given the product [Cl:23][C:24]1[CH:32]=[CH:31][CH:30]=[C:29]([Cl:33])[C:25]=1[C:26]([NH:22][C:19]1[CH:20]=[N:21][C:16]([NH:15][C:11]2[CH:12]=[CH:13][CH:14]=[C:9]([CH2:8][CH2:7][CH2:6][N:1]3[CH2:5][CH2:4][CH2:3][CH2:2]3)[CH:10]=2)=[N:17][CH:18]=1)=[O:27], predict the reactants needed to synthesize it. The reactants are: [N:1]1([CH2:6][CH2:7][CH2:8][C:9]2[CH:10]=[C:11]([NH:15][C:16]3[N:21]=[CH:20][C:19]([NH2:22])=[CH:18][N:17]=3)[CH:12]=[CH:13][CH:14]=2)[CH2:5][CH2:4][CH2:3][CH2:2]1.[Cl:23][C:24]1[CH:32]=[CH:31][CH:30]=[C:29]([Cl:33])[C:25]=1[C:26](Cl)=[O:27]. (3) Given the product [C:15]1([C:2]2[C:7]3[S:8][C:9]([C:11]([O:13][CH3:14])=[O:12])=[CH:10][C:6]=3[CH:5]=[CH:4][CH:3]=2)[CH:20]=[CH:19][CH:18]=[CH:17][CH:16]=1, predict the reactants needed to synthesize it. The reactants are: Br[C:2]1[C:7]2[S:8][C:9]([C:11]([O:13][CH3:14])=[O:12])=[CH:10][C:6]=2[CH:5]=[CH:4][CH:3]=1.[C:15]1(B(O)O)[CH:20]=[CH:19][CH:18]=[CH:17][CH:16]=1.[Cl-].[Li+].C(=O)([O-])[O-].[Na+].[Na+]. (4) Given the product [CH:18]1([C:21]([NH:22][C:15]([C:7]2[CH:6]=[CH:5][C:4]([CH:1]3[CH2:2][CH2:3]3)=[C:9]([O:10][CH2:11][CH:12]3[CH2:13][CH2:14]3)[N:8]=2)=[O:17])([C:23]2[N:27]=[C:26]([CH3:28])[O:25][N:24]=2)[CH3:29])[CH2:20][CH2:19]1, predict the reactants needed to synthesize it. The reactants are: [CH:1]1([C:4]2[CH:5]=[CH:6][C:7]([C:15]([OH:17])=O)=[N:8][C:9]=2[O:10][CH2:11][CH:12]2[CH2:14][CH2:13]2)[CH2:3][CH2:2]1.[CH:18]1([C:21]([CH3:29])([C:23]2[N:27]=[C:26]([CH3:28])[O:25][N:24]=2)[NH2:22])[CH2:20][CH2:19]1. (5) Given the product [N:29]1[CH:28]=[CH:27][N:25]2[CH:26]=[C:21]([CH2:20][NH:19][C:17]([C:14]3[S:13][C:12]([N:35]4[CH2:31][CH2:7][C:6]5[CH:9]=[CH:10][CH:3]=[CH:4][C:5]=5[CH2:33][CH2:34]4)=[N:16][CH:15]=3)=[O:18])[CH:22]=[CH:23][C:24]=12, predict the reactants needed to synthesize it. The reactants are: C([C:3]1[CH:10]=[CH:9][C:6]([CH2:7]N)=[CH:5][CH:4]=1)#N.Br[C:12]1[S:13][C:14]([C:17]([NH:19][CH2:20][C:21]2[CH:22]=[CH:23][C:24]3[N:25]([CH:27]=[CH:28][N:29]=3)[CH:26]=2)=[O:18])=[CH:15][N:16]=1.Br[C:31]1S[C:33](C(NC2C=[CH:33][C:34]3[N:35](C=CN=3)[CH:31]=2)=O)=[CH:34][N:35]=1. (6) Given the product [N:10]1([CH:6]2[CH2:7][CH2:8][CH2:9][N:4]([CH2:3][CH2:2][NH:1][C:23](=[O:35])[O:24][CH2:25][CH2:30][N:37]([CH3:38])[CH3:36])[CH2:5]2)[C:21]2=[C:22]3[C:17](=[CH:18][CH:19]=[CH:20]2)[CH:16]=[N:15][CH:14]=[C:13]3[CH2:12][CH2:11]1, predict the reactants needed to synthesize it. The reactants are: [NH2:1][CH2:2][CH2:3][N:4]1[CH2:9][CH2:8][CH2:7][CH:6]([N:10]2[C:21]3=[C:22]4[C:17](=[CH:18][CH:19]=[CH:20]3)[CH:16]=[N:15][CH:14]=[C:13]4[CH2:12][CH2:11]2)[CH2:5]1.[C:23](=[O:35])([O-])[O:24][C:25]1[CH:30]=CC([N+]([O-])=O)=CC=1.[CH3:36][N:37](C)[CH2:38]CO. (7) Given the product [CH2:39]([O:42][CH:43]1[CH2:47][N:46]([CH:48]2[CH2:53][CH2:52][O:51][CH2:50][CH2:49]2)[CH2:45][C@@H:44]1[NH:54][C:55](=[O:65])[CH2:56][NH:57][C:6]1[C:5]2[C:10](=[CH:11][CH:12]=[C:3]([C:2]([F:15])([F:14])[F:1])[CH:4]=2)[N:9]=[CH:8][N:7]=1)[CH:40]=[CH2:41], predict the reactants needed to synthesize it. The reactants are: [F:1][C:2]([F:15])([F:14])[C:3]1[CH:4]=[C:5]2[C:10](=[CH:11][CH:12]=1)[N:9]=[CH:8][NH:7][C:6]2=O.P(Cl)(Cl)(Cl)(Cl)Cl.FC(F)(F)C1C=C(C=CC=1)C(NCC(O)=O)=O.[CH2:39]([O:42][C@@H:43]1[CH2:47][N:46]([CH:48]2[CH2:53][CH2:52][O:51][CH2:50][CH2:49]2)[CH2:45][C@H:44]1[NH:54][C:55](=[O:65])[CH2:56][NH:57]C(=O)OC(C)(C)C)[CH:40]=[CH2:41].C1CCN2C(=NCCC2)CC1. (8) Given the product [Br:27][C:28]1[N:32]=[C:31]([C:9]2[CH:17]=[CH:16][CH:15]=[C:14]3[C:10]=2[CH2:11][CH2:12][C@@H:13]3[NH:18][C:19](=[O:25])[O:20][C:21]([CH3:22])([CH3:23])[CH3:24])[S:30][N:29]=1, predict the reactants needed to synthesize it. The reactants are: CC1(C)C(C)(C)OB([C:9]2[CH:17]=[CH:16][CH:15]=[C:14]3[C:10]=2[CH2:11][CH2:12][C@@H:13]3[NH:18][C:19](=[O:25])[O:20][C:21]([CH3:24])([CH3:23])[CH3:22])O1.[Br:27][C:28]1[N:32]=[C:31](Cl)[S:30][N:29]=1.N#N.